From a dataset of Full USPTO retrosynthesis dataset with 1.9M reactions from patents (1976-2016). Predict the reactants needed to synthesize the given product. (1) Given the product [C:32]([C:29]1[CH:30]=[CH:31][C:26]([CH2:25][N:19]2[C:20](=[O:24])[N:21]([CH2:22][CH3:23])[C:17]([CH2:16][CH2:15][CH2:14][C:11]3[CH:12]=[CH:13][C:8]([C:6]4[CH:5]=[CH:4][C:3]([O:36][CH3:37])=[C:2]([NH:1][S:44]([C:38]5[CH:43]=[CH:42][CH:41]=[CH:40][CH:39]=5)(=[O:46])=[O:45])[N:7]=4)=[CH:9][CH:10]=3)=[N:18]2)=[CH:27][CH:28]=1)([CH3:33])([CH3:35])[CH3:34], predict the reactants needed to synthesize it. The reactants are: [NH2:1][C:2]1[N:7]=[C:6]([C:8]2[CH:13]=[CH:12][C:11]([CH2:14][CH2:15][CH2:16][C:17]3[N:21]([CH2:22][CH3:23])[C:20](=[O:24])[N:19]([CH2:25][C:26]4[CH:31]=[CH:30][C:29]([C:32]([CH3:35])([CH3:34])[CH3:33])=[CH:28][CH:27]=4)[N:18]=3)=[CH:10][CH:9]=2)[CH:5]=[CH:4][C:3]=1[O:36][CH3:37].[C:38]1([S:44](Cl)(=[O:46])=[O:45])[CH:43]=[CH:42][CH:41]=[CH:40][CH:39]=1. (2) Given the product [Cl:1][C:2]1[N:30]=[CH:29][C:5]2[N:6]=[C:7]([CH3:28])[N:8]([C:11]3[CH:16]=[CH:15][C:14]([O:17][CH2:18][CH2:19][CH2:20][N:21]4[CH2:26][CH2:25][CH2:24][CH2:23][CH2:22]4)=[CH:13][C:12]=3[O:27][CH2:35][CH2:36][F:37])[C:9](=[O:10])[C:4]=2[CH:3]=1, predict the reactants needed to synthesize it. The reactants are: [Cl:1][C:2]1[N:30]=[CH:29][C:5]2[N:6]=[C:7]([CH3:28])[N:8]([C:11]3[CH:16]=[CH:15][C:14]([O:17][CH2:18][CH2:19][CH2:20][N:21]4[CH2:26][CH2:25][CH2:24][CH2:23][CH2:22]4)=[CH:13][C:12]=3[OH:27])[C:9](=[O:10])[C:4]=2[CH:3]=1.S(C1C=CC(C)=CC=1)(O[CH2:35][CH2:36][F:37])(=O)=O.C(=O)([O-])[O-].[K+].[K+].O. (3) Given the product [CH2:1]([O:8][C:9]1[CH:10]=[C:11]2[C:16]([CH:19]=[CH:20][N:36]=[C:12]2[OH:13])=[CH:17][N:18]=1)[C:2]1[CH:7]=[CH:6][CH:5]=[CH:4][CH:3]=1, predict the reactants needed to synthesize it. The reactants are: [CH2:1]([O:8][C:9]1[CH:10]=[C:11]([C:16](/[CH:19]=[CH:20]/OCC)=[CH:17][N:18]=1)[C:12](OC)=[O:13])[C:2]1[CH:7]=[CH:6][CH:5]=[CH:4][CH:3]=1.CC1C=CC(S(O)(=O)=O)=CC=1.O.[NH3:36]. (4) Given the product [CH3:12][O:11][C:3]1[CH:4]=[CH:5][C:6]([N+:8]([O-:10])=[O:9])=[CH:7][C:2]=1[N:13]1[CH2:18][CH2:17][O:16][CH2:15][CH2:14]1, predict the reactants needed to synthesize it. The reactants are: Br[C:2]1[CH:7]=[C:6]([N+:8]([O-:10])=[O:9])[CH:5]=[CH:4][C:3]=1[O:11][CH3:12].[NH:13]1[CH2:18][CH2:17][O:16][CH2:15][CH2:14]1.C(=O)([O-])[O-].[Cs+].[Cs+]. (5) Given the product [C:32]([O:1][C:2]1[CH:10]=[CH:9][CH:8]=[C:7]2[C:3]=1[C:4](=[O:25])[N:5]([CH2:12][CH:13]([C:19](=[O:20])[CH3:24])[C:14]([O:16][CH2:17][CH3:18])=[O:15])[C:6]2=[O:11])(=[O:34])[CH3:33], predict the reactants needed to synthesize it. The reactants are: [OH:1][C:2]1[CH:10]=[CH:9][CH:8]=[C:7]2[C:3]=1[C:4](=[O:25])[N:5]([CH2:12][CH:13]([C:19]1([CH3:24])OCC[O:20]1)[C:14]([O:16][CH2:17][CH3:18])=[O:15])[C:6]2=[O:11].N1C=CC=CC=1.[C:32](Cl)(=[O:34])[CH3:33]. (6) Given the product [F:28][C:2]([F:1])([F:27])[C@@:3]([C:6]1[CH:11]=[CH:10][C:9]([N:12]2[CH2:13][CH2:14][N:15]([S:18]([C:21]3[CH:22]=[CH:23][CH:24]=[CH:25][CH:26]=3)(=[O:20])=[O:19])[CH2:16][CH2:17]2)=[CH:8][CH:7]=1)([OH:5])[CH3:4], predict the reactants needed to synthesize it. The reactants are: [F:1][C:2]([F:28])([F:27])[C@:3]([C:6]1[CH:11]=[CH:10][C:9]([N:12]2[CH2:17][CH2:16][N:15]([S:18]([C:21]3[CH:26]=[CH:25][CH:24]=[CH:23][CH:22]=3)(=[O:20])=[O:19])[CH2:14][CH2:13]2)=[CH:8][CH:7]=1)([OH:5])[CH3:4].C1N=C(N)C2N=CN([C@@H]3O[C@H](COP(OP(OC[C@H]4O[C@@H](N5C=C(C(N)=O)CC=C5)[C@H](O)[C@@H]4O)(O)=O)(O)=O)[C@@H](O)[C@H]3OP(O)(O)=O)C=2N=1. (7) Given the product [Cl:1][C:2]1[CH:10]=[CH:9][C:5]([C:6]([Cl:16])=[O:7])=[CH:4][C:3]=1[N+:11]([O-:13])=[O:12].[NH2:20][CH2:18][C:19]([O:8][CH2:6][C:5]1[CH:4]=[CH:3][CH:2]=[CH:10][CH:9]=1)=[O:15], predict the reactants needed to synthesize it. The reactants are: [Cl:1][C:2]1[CH:10]=[CH:9][C:5]([C:6]([OH:8])=[O:7])=[CH:4][C:3]=1[N+:11]([O-:13])=[O:12].S(Cl)([Cl:16])=[O:15].[CH2:18]([N:20](CC)CC)[CH3:19]. (8) The reactants are: [CH:1]1([C:4]#[C:5][C:6]([C:8]2[CH:13]=[CH:12][C:11]([N+:14]([O-:16])=[O:15])=[CH:10][CH:9]=2)=O)[CH2:3][CH2:2]1.[CH3:17][NH:18][NH2:19]. Given the product [CH:1]1([C:4]2[CH:5]=[C:6]([C:8]3[CH:13]=[CH:12][C:11]([N+:14]([O-:16])=[O:15])=[CH:10][CH:9]=3)[N:18]([CH3:17])[N:19]=2)[CH2:3][CH2:2]1, predict the reactants needed to synthesize it.